From a dataset of Catalyst prediction with 721,799 reactions and 888 catalyst types from USPTO. Predict which catalyst facilitates the given reaction. Reactant: [CH3:1][N:2]1[C:6]([NH2:7])=[CH:5][C:4]([CH3:8])=[N:3]1.Cl[C:10]([O:12][CH2:13][C:14]([Cl:17])([Cl:16])[Cl:15])=[O:11].O. Product: [CH3:1][N:2]1[C:6]([NH:7][C:10](=[O:11])[O:12][CH2:13][C:14]([Cl:17])([Cl:16])[Cl:15])=[CH:5][C:4]([CH3:8])=[N:3]1. The catalyst class is: 44.